Dataset: Full USPTO retrosynthesis dataset with 1.9M reactions from patents (1976-2016). Task: Predict the reactants needed to synthesize the given product. (1) The reactants are: [NH2:1][C:2]1[CH:3]=[CH:4][C:5]([CH3:26])=[C:6]([C:8]([C:10]2[CH:15]=[CH:14][C:13]([NH:16][C:17]3[CH:22]=[CH:21][C:20]([F:23])=[CH:19][C:18]=3[F:24])=[CH:12][C:11]=2[Cl:25])=[O:9])[CH:7]=1.[N:27]([CH2:30][CH2:31][C:32]([O:34][CH2:35][CH3:36])=[O:33])=[C:28]=[O:29]. Given the product [CH2:35]([O:34][C:32](=[O:33])[CH2:31][CH2:30][NH:27][C:28]([NH:1][C:2]1[CH:3]=[CH:4][C:5]([CH3:26])=[C:6]([C:8](=[O:9])[C:10]2[CH:15]=[CH:14][C:13]([NH:16][C:17]3[CH:22]=[CH:21][C:20]([F:23])=[CH:19][C:18]=3[F:24])=[CH:12][C:11]=2[Cl:25])[CH:7]=1)=[O:29])[CH3:36], predict the reactants needed to synthesize it. (2) Given the product [CH3:8][N:9]1[C:13]([N:14]2[C:28](=[O:27])[C:16]3[CH:15]=[C:24]4[CH:23]=[CH:22][CH:21]=[CH:20][C:19]4=[CH:18][C:17]=3[C:25]2=[O:26])=[CH:12][CH:11]=[N:10]1, predict the reactants needed to synthesize it. The reactants are: C(N(CC)CC)C.[CH3:8][N:9]1[C:13]([NH2:14])=[CH:12][CH:11]=[N:10]1.[CH:15]1[C:24]2[C:19](=[CH:20][CH:21]=[CH:22][CH:23]=2)[CH:18]=[C:17]2[C:25]([O:27][C:28](=O)[C:16]=12)=[O:26]. (3) Given the product [CH3:13][O:14][C:15]1[CH:22]=[CH:21][C:4]([CH2:5][N:1]2[CH:2]=[N:10][C:9]([S:11][CH3:12])=[N:8][C:6]2=[O:7])=[CH:17][CH:16]=1, predict the reactants needed to synthesize it. The reactants are: [N:1]1([C:6]([NH:8][C:9]([S:11][CH3:12])=[NH:10])=[O:7])[CH:5]=[CH:4]N=[CH:2]1.[CH3:13][O:14][C:15]1[CH:22]=[CH:21]C(CN)=[CH:17][CH:16]=1. (4) The reactants are: Br[CH2:2][CH2:3][CH2:4][CH2:5][CH2:6][O:7][C:8]1[CH:13]=[CH:12][C:11]([C:14]2[CH:19]=[CH:18][C:17]([C:20]([O:22][CH2:23][CH3:24])=[O:21])=[CH:16][CH:15]=2)=[CH:10][C:9]=1[C:25]1[CH:34]=[CH:33][C:32]2[C:31]([CH3:36])([CH3:35])[CH2:30][CH2:29][C:28]([CH3:38])([CH3:37])[C:27]=2[CH:26]=1.Cl.[CH2:40]([NH2:42])[CH3:41].C(=O)([O-])[O-].[K+].[K+]. Given the product [CH2:40]([NH:42][CH2:2][CH2:3][CH2:4][CH2:5][CH2:6][O:7][C:8]1[CH:13]=[CH:12][C:11]([C:14]2[CH:19]=[CH:18][C:17]([C:20]([O:22][CH2:23][CH3:24])=[O:21])=[CH:16][CH:15]=2)=[CH:10][C:9]=1[C:25]1[CH:34]=[CH:33][C:32]2[C:31]([CH3:36])([CH3:35])[CH2:30][CH2:29][C:28]([CH3:38])([CH3:37])[C:27]=2[CH:26]=1)[CH3:41], predict the reactants needed to synthesize it. (5) Given the product [CH3:2][O:3][C:4]1[CH:5]=[C:6]2[C:11](=[CH:12][C:13]=1[O:14][CH2:15][CH:16]1[CH2:17][CH2:18][NH:19][CH2:20][CH2:21]1)[N:10]=[CH:9][N:8]([CH2:22][O:23][C:24](=[O:29])[C:25]([CH3:26])([CH3:27])[CH3:28])[C:7]2=[O:30], predict the reactants needed to synthesize it. The reactants are: Cl.[CH3:2][O:3][C:4]1[CH:5]=[C:6]2[C:11](=[CH:12][C:13]=1[O:14][CH2:15][CH:16]1[CH2:21][CH2:20][NH:19][CH2:18][CH2:17]1)[N:10]=[CH:9][N:8]([CH2:22][O:23][C:24](=[O:29])[C:25]([CH3:28])([CH3:27])[CH3:26])[C:7]2=[O:30].[OH-].[Na+]. (6) Given the product [CH2:10]([N:17]([C@H:25]1[C@@H:29]2[O:30][C:31]([CH3:33])([CH3:34])[O:32][C@@H:28]2[C@@H:27]([O:35][CH2:36][CH2:37][OH:38])[CH2:26]1)[CH2:18][C:19]1[CH:20]=[CH:21][CH:22]=[CH:23][CH:24]=1)[C:11]1[CH:12]=[CH:13][CH:14]=[CH:15][CH:16]=1, predict the reactants needed to synthesize it. The reactants are: CC(C[AlH]CC(C)C)C.[CH2:10]([N:17]([C@H:25]1[C@@H:29]2[O:30][C:31]([CH3:34])([CH3:33])[O:32][C@@H:28]2[C@@H:27]([O:35][CH2:36][C:37](OC(C)(C)C)=[O:38])[CH2:26]1)[CH2:18][C:19]1[CH:24]=[CH:23][CH:22]=[CH:21][CH:20]=1)[C:11]1[CH:16]=[CH:15][CH:14]=[CH:13][CH:12]=1.CO.[Cl-].[Na+]. (7) Given the product [Cl:23][C:24]1[C:25]([Cl:33])=[N:26][CH:27]=[C:28]([CH:32]=1)[C:29]([N:35]([O:36][CH3:37])[CH3:34])=[O:30], predict the reactants needed to synthesize it. The reactants are: CCN=C=NCCCN(C)C.Cl.C1C=CC2N(O)N=NC=2C=1.[Cl:23][C:24]1[C:25]([Cl:33])=[N:26][CH:27]=[C:28]([CH:32]=1)[C:29](O)=[O:30].[CH3:34][NH:35][O:36][CH3:37].Cl. (8) Given the product [C:8]([NH:17][C:18]1[CH:30]=[C:29]([CH2:31][CH2:32][CH2:33][C:34]2[CH:35]=[CH:36][CH:37]=[CH:38][CH:39]=2)[CH:28]=[CH:27][C:19]=1[C:20]([O:22][C:23]([CH3:25])([CH3:26])[CH3:24])=[O:21])(=[O:15])[C:9]1[CH:14]=[CH:13][CH:12]=[CH:11][CH:10]=1, predict the reactants needed to synthesize it. The reactants are: C(N(CC)CC)C.[C:8](Cl)(=[O:15])[C:9]1[CH:14]=[CH:13][CH:12]=[CH:11][CH:10]=1.[NH2:17][C:18]1[CH:30]=[C:29]([CH2:31][CH2:32][CH2:33][C:34]2[CH:39]=[CH:38][CH:37]=[CH:36][CH:35]=2)[CH:28]=[CH:27][C:19]=1[C:20]([O:22][C:23]([CH3:26])([CH3:25])[CH3:24])=[O:21]. (9) Given the product [CH3:1][C:2]1[O:3][C:4]2[C:10]3=[C:11]([S:17][CH3:18])[S:12][C:13]([C:14]([NH2:26])=[O:15])=[C:9]3[CH2:8][CH2:7][C:5]=2[N:6]=1, predict the reactants needed to synthesize it. The reactants are: [CH3:1][C:2]1[O:3][C:4]2[C:10]3=[C:11]([S:17][CH3:18])[S:12][C:13]([C:14](O)=[O:15])=[C:9]3[CH2:8][CH2:7][C:5]=2[N:6]=1.C(Cl)(=O)C(Cl)=O.C[N:26](C)C=O.